This data is from Forward reaction prediction with 1.9M reactions from USPTO patents (1976-2016). The task is: Predict the product of the given reaction. Given the reactants BrC1C=CC(NC(=CC([O-])=O)C(OC)=O)=C(OC)C=1.[CH3:20][O:21][C:22](=[O:39])[C:23]([NH:28][C:29]1[CH:34]=[C:33]([Br:35])[CH:32]=[CH:31][C:30]=1[N+:36]([O-:38])=[O:37])=[CH:24][C:25]([O-:27])=O, predict the reaction product. The product is: [CH3:20][O:21][C:22]([C:23]1[CH:24]=[C:25]([OH:27])[C:34]2[C:29](=[C:30]([N+:36]([O-:38])=[O:37])[CH:31]=[CH:32][C:33]=2[Br:35])[N:28]=1)=[O:39].